From a dataset of Forward reaction prediction with 1.9M reactions from USPTO patents (1976-2016). Predict the product of the given reaction. (1) Given the reactants [C:1]([CH:3]1[CH2:6][N:5]([C:7](=[O:40])[C@H:8]([NH:10][C:11]([C:13]2[C:21]3[C:16](=[N:17][CH:18]=[C:19]([C:22]4[C:30]5[C:25](=[CH:26][C:27]([Cl:31])=[CH:28][CH:29]=5)[NH:24][N:23]=4)[N:20]=3)[N:15]([CH2:32][O:33][CH2:34][CH2:35][Si:36]([CH3:39])([CH3:38])[CH3:37])[CH:14]=2)=[O:12])[CH3:9])[CH2:4]1)#[N:2].[H-].[Na+].Br[CH2:44][CH2:45][O:46][CH3:47], predict the reaction product. The product is: [C:1]([CH:3]1[CH2:6][N:5]([C:7](=[O:40])[C@H:8]([NH:10][C:11]([C:13]2[C:21]3[C:16](=[N:17][CH:18]=[C:19]([C:22]4[C:30]5[C:25](=[CH:26][C:27]([Cl:31])=[CH:28][CH:29]=5)[N:24]([CH2:44][CH2:45][O:46][CH3:47])[N:23]=4)[N:20]=3)[N:15]([CH2:32][O:33][CH2:34][CH2:35][Si:36]([CH3:39])([CH3:38])[CH3:37])[CH:14]=2)=[O:12])[CH3:9])[CH2:4]1)#[N:2]. (2) Given the reactants [N:1]([CH2:4][CH:5]1[O:10][C:9]2[C:11](Br)=[CH:12][CH:13]=[CH:14][C:8]=2[N:7]([CH3:16])[CH2:6]1)=[N+:2]=[N-:3].[Cl:17][C:18]1[CH:23]=[CH:22][C:21](B(O)O)=[C:20]([CH3:27])[CH:19]=1, predict the reaction product. The product is: [N:1]([CH2:4][CH:5]1[O:10][C:9]2[C:11]([C:21]3[CH:22]=[CH:23][C:18]([Cl:17])=[CH:19][C:20]=3[CH3:27])=[CH:12][CH:13]=[CH:14][C:8]=2[N:7]([CH3:16])[CH2:6]1)=[N+:2]=[N-:3]. (3) Given the reactants [OH:1][CH2:2][C:3]1([CH2:6][OH:7])[CH2:5][CH2:4]1.C(N(CC)CC)C.N1C=CN=C1.[Si:20](Cl)([C:23]([CH3:26])([CH3:25])[CH3:24])([CH3:22])[CH3:21], predict the reaction product. The product is: [Si:20]([O:1][CH2:2][C:3]1([CH2:6][OH:7])[CH2:5][CH2:4]1)([C:23]([CH3:26])([CH3:25])[CH3:24])([CH3:22])[CH3:21]. (4) Given the reactants Br[C:2]1[N:3]=[C:4]([O:7][C:8]2[CH:13]=[CH:12][CH:11]=[C:10]([CH3:14])[N:9]=2)[S:5][CH:6]=1.[CH3:15][C:16]1[C:20](B2OC(C)(C)C(C)(C)O2)=[CH:19][NH:18][N:17]=1.C(N(C(C)C)C(C)C)C, predict the reaction product. The product is: [CH3:15][C:16]1[C:20]([C:2]2[N:3]=[C:4]([O:7][C:8]3[CH:13]=[CH:12][CH:11]=[C:10]([CH3:14])[N:9]=3)[S:5][CH:6]=2)=[CH:19][NH:18][N:17]=1. (5) The product is: [CH3:12][O:13][C:14]1[CH:15]=[CH:16][C:17]([C:18]([C:20]2[CH:21]=[CH:22][C:23]([C:24]([NH:31][C:32]3[CH:37]=[CH:36][N:35]=[CH:34][CH:33]=3)=[O:26])=[CH:27][CH:28]=2)=[O:19])=[CH:29][CH:30]=1. Given the reactants NC(C1SC(C(O)=O)=CC=1)C.[CH3:12][O:13][C:14]1[CH:30]=[CH:29][C:17]([C:18]([C:20]2[CH:28]=[CH:27][C:23]([C:24]([OH:26])=O)=[CH:22][CH:21]=2)=[O:19])=[CH:16][CH:15]=1.[NH2:31][C:32]1[CH:37]=[CH:36][N:35]=[CH:34][CH:33]=1, predict the reaction product.